This data is from Reaction yield outcomes from USPTO patents with 853,638 reactions. The task is: Predict the reaction yield, written as a fraction of the theoretical maximum amount of product (1.0 means a 100% yield; for example, 0.34 means a 34% yield). (1) The reactants are Cl[C:2]1[C:7]([N+:8]([O-:10])=[O:9])=[CH:6][CH:5]=[C:4]([CH3:11])[N:3]=1.Cl.[CH2:13]([O:15][C:16](=[O:26])[CH2:17][C@@H:18]([NH2:25])[C:19]1[CH:24]=[CH:23][CH:22]=[CH:21][CH:20]=1)[CH3:14].CCN(C(C)C)C(C)C. The catalyst is CN(C=O)C.C(OCC)(=O)C. The product is [CH2:13]([O:15][C:16](=[O:26])[CH2:17][C@@H:18]([NH:25][C:2]1[C:7]([N+:8]([O-:10])=[O:9])=[CH:6][CH:5]=[C:4]([CH3:11])[N:3]=1)[C:19]1[CH:20]=[CH:21][CH:22]=[CH:23][CH:24]=1)[CH3:14]. The yield is 1.00. (2) The reactants are [F:1][C:2]([F:29])([F:28])[C:3]1[CH:4]=[C:5]([C:13]([CH3:27])([CH3:26])[C:14]([N:16]([C:18]2[CH:19]=[N:20][C:21]([Cl:25])=[CH:22][C:23]=2I)[CH3:17])=[O:15])[CH:6]=[C:7]([C:9]([F:12])([F:11])[F:10])[CH:8]=1.[CH3:30][C:31]1[CH:36]=[CH:35][N:34]=[CH:33][C:32]=1B(O)O.C(=O)([O-])[O-].[Na+].[Na+]. The catalyst is O1CCOCC1.C1C=CC([P]([Pd]([P](C2C=CC=CC=2)(C2C=CC=CC=2)C2C=CC=CC=2)([P](C2C=CC=CC=2)(C2C=CC=CC=2)C2C=CC=CC=2)[P](C2C=CC=CC=2)(C2C=CC=CC=2)C2C=CC=CC=2)(C2C=CC=CC=2)C2C=CC=CC=2)=CC=1. The product is [F:1][C:2]([F:29])([F:28])[C:3]1[CH:4]=[C:5]([C:13]([CH3:27])([CH3:26])[C:14]([N:16]([C:18]2[CH:19]=[N:20][C:21]([Cl:25])=[CH:22][C:23]=2[C:32]2[CH:33]=[N:34][CH:35]=[CH:36][C:31]=2[CH3:30])[CH3:17])=[O:15])[CH:6]=[C:7]([C:9]([F:12])([F:11])[F:10])[CH:8]=1. The yield is 0.830. (3) The reactants are [CH:1]1([C:4]([NH:6][C:7]2[N:8]=[CH:9][C:10]3[C:15]([CH:16]=2)=[CH:14][CH:13]=[C:12]([O:17][C@H:18]([CH3:23])[C:19](OC)=[O:20])[CH:11]=3)=[O:5])[CH2:3][CH2:2]1.[AlH4-].[Li+]. The catalyst is O1CCCC1. The product is [OH:20][CH2:19][C@H:18]([O:17][C:12]1[CH:11]=[C:10]2[C:15]([CH:16]=[C:7]([NH:6][C:4]([CH:1]3[CH2:3][CH2:2]3)=[O:5])[N:8]=[CH:9]2)=[CH:14][CH:13]=1)[CH3:23]. The yield is 0.430.